From a dataset of Forward reaction prediction with 1.9M reactions from USPTO patents (1976-2016). Predict the product of the given reaction. (1) Given the reactants [NH2:1][C@@H:2]([CH2:11][CH3:12])[C@H:3]([OH:10])[C:4](NC1CC1)=[O:5].[C:13]1([CH2:19][CH2:20][NH2:21])[CH:18]=[CH:17][CH:16]=[CH:15][CH:14]=1, predict the reaction product. The product is: [NH2:1][C@@H:2]([CH2:11][CH3:12])[C@H:3]([OH:10])[C:4]([NH:21][CH2:20][CH2:19][C:13]1[CH:18]=[CH:17][CH:16]=[CH:15][CH:14]=1)=[O:5]. (2) The product is: [OH:36][CH2:35][C:34]1[N:30]([C:26]2[CH:25]=[C:24]([C:23]3[CH2:22][C:21](=[O:44])[NH:20][C:9]4[CH:10]=[C:11]([C:16]([F:19])([F:18])[F:17])[C:12]([O:14][CH3:15])=[CH:13][C:8]=4[N:7]=3)[CH:29]=[CH:28][CH:27]=2)[N:31]=[N:32][CH:33]=1. Given the reactants C(OC(=O)[NH:7][C:8]1[CH:13]=[C:12]([O:14][CH3:15])[C:11]([C:16]([F:19])([F:18])[F:17])=[CH:10][C:9]=1[NH:20][C:21](=[O:44])[CH2:22][C:23](=O)[C:24]1[CH:29]=[CH:28][CH:27]=[C:26]([N:30]2[C:34]([CH2:35][O:36]C3CCCCO3)=[CH:33][N:32]=[N:31]2)[CH:25]=1)(C)(C)C.C(O)(C(F)(F)F)=O, predict the reaction product. (3) Given the reactants Cl.Cl.[N:3]1[CH:8]=[CH:7][C:6]([C:9]2[N:13]=[C:12]([CH2:14][NH2:15])[NH:11][N:10]=2)=[CH:5][CH:4]=1.[C:16]([O:22][C:23]1[CH:31]=[C:30]([O:32][C:33](=[O:38])[C:34]([CH3:37])([CH3:36])[CH3:35])[CH:29]=[CH:28][C:24]=1[C:25](O)=[O:26])(=[O:21])[C:17]([CH3:20])([CH3:19])[CH3:18].O.ON1C2C=CC=CC=2N=N1.C(N(CC)CC)C, predict the reaction product. The product is: [CH3:35][C:34]([CH3:37])([CH3:36])[C:33]([O:32][C:30]1[CH:29]=[CH:28][C:24]([C:25](=[O:26])[NH:15][CH2:14][C:12]2[NH:11][N:10]=[C:9]([C:6]3[CH:5]=[CH:4][N:3]=[CH:8][CH:7]=3)[N:13]=2)=[C:23]([O:22][C:16](=[O:21])[C:17]([CH3:20])([CH3:19])[CH3:18])[CH:31]=1)=[O:38]. (4) Given the reactants [CH3:1][O:2][C:3]1[CH:4]=[C:5]([NH:13][C:14]2[N:19]=[C:18]([N:20]3[CH2:25][CH2:24][CH2:23][C@H:22]([C:26]([NH:28][CH2:29][C:30]4[CH:31]=[C:32]([CH:37]=[CH:38][CH:39]=4)[C:33]([O:35]C)=[O:34])=[O:27])[CH2:21]3)[CH:17]=[CH:16][N:15]=2)[CH:6]=[C:7]([O:11][CH3:12])[C:8]=1[O:9][CH3:10].O.[OH-].[Li+], predict the reaction product. The product is: [CH3:1][O:2][C:3]1[CH:4]=[C:5]([NH:13][C:14]2[N:19]=[C:18]([N:20]3[CH2:25][CH2:24][CH2:23][C@H:22]([C:26]([NH:28][CH2:29][C:30]4[CH:31]=[C:32]([CH:37]=[CH:38][CH:39]=4)[C:33]([OH:35])=[O:34])=[O:27])[CH2:21]3)[CH:17]=[CH:16][N:15]=2)[CH:6]=[C:7]([O:11][CH3:12])[C:8]=1[O:9][CH3:10]. (5) Given the reactants [N:1]1[CH:6]=[CH:5][CH:4]=[C:3]([C:7]2[CH2:12][CH2:11][CH2:10][C:9](=[O:13])[CH:8]=2)[CH:2]=1.[BH4-].[Na+], predict the reaction product. The product is: [N:1]1[CH:6]=[CH:5][CH:4]=[C:3]([C@H:7]2[CH2:12][CH2:11][CH2:10][C@H:9]([OH:13])[CH2:8]2)[CH:2]=1. (6) Given the reactants C[O:2][C:3]([C:5]1[O:9][N:8]=[C:7]([NH:10][C:11]([O:13][CH3:14])=[O:12])[C:6]=1[O:15][CH3:16])=[O:4].[OH-].[Na+].Cl, predict the reaction product. The product is: [CH3:14][O:13][C:11]([NH:10][C:7]1[C:6]([O:15][CH3:16])=[C:5]([C:3]([OH:4])=[O:2])[O:9][N:8]=1)=[O:12]. (7) Given the reactants [C:1]([O:5][C:6]([NH:8][C@@H:9]1[CH2:14][CH2:13][CH2:12][N:11]([C:15]2[N:23]([CH2:24][CH:25]=[C:26]([CH3:28])[CH3:27])[C:22]3[C:21](=[O:29])[N:20]([CH2:30][C:31]([C:33]4[CH:38]=[CH:37][CH:36]=[C:35]([O:39][CH3:40])[CH:34]=4)=[O:32])[CH:19]=[N:18][C:17]=3[C:16]=2[C:41]([OH:43])=O)[CH2:10]1)=[O:7])([CH3:4])([CH3:3])[CH3:2].[Cl-].[NH4+].C[N:47](C(ON1N=NC2C=CC=NC1=2)=[N+](C)C)C.F[P-](F)(F)(F)(F)F, predict the reaction product. The product is: [C:1]([O:5][C:6](=[O:7])[NH:8][C@@H:9]1[CH2:14][CH2:13][CH2:12][N:11]([C:15]2[N:23]([CH2:24][CH:25]=[C:26]([CH3:27])[CH3:28])[C:22]3[C:21](=[O:29])[N:20]([CH2:30][C:31]([C:33]4[CH:38]=[CH:37][CH:36]=[C:35]([O:39][CH3:40])[CH:34]=4)=[O:32])[CH:19]=[N:18][C:17]=3[C:16]=2[C:41](=[O:43])[NH2:47])[CH2:10]1)([CH3:3])([CH3:2])[CH3:4].